From a dataset of Merck oncology drug combination screen with 23,052 pairs across 39 cell lines. Regression. Given two drug SMILES strings and cell line genomic features, predict the synergy score measuring deviation from expected non-interaction effect. (1) Drug 1: N.N.O=C(O)C1(C(=O)O)CCC1.[Pt]. Drug 2: O=C(CCCCCCC(=O)Nc1ccccc1)NO. Cell line: HT29. Synergy scores: synergy=13.8. (2) Drug 1: CC1CC2C3CCC4=CC(=O)C=CC4(C)C3(F)C(O)CC2(C)C1(O)C(=O)CO. Drug 2: O=C(O)C1(Cc2cccc(Nc3nccs3)n2)CCC(Oc2cccc(Cl)c2F)CC1. Cell line: A375. Synergy scores: synergy=12.4. (3) Drug 1: O=S1(=O)NC2(CN1CC(F)(F)F)C1CCC2Cc2cc(C=CCN3CCC(C(F)(F)F)CC3)ccc2C1. Drug 2: N#Cc1ccc(Cn2cncc2CN2CCN(c3cccc(Cl)c3)C(=O)C2)cc1. Cell line: MDAMB436. Synergy scores: synergy=5.58. (4) Drug 1: O=C(CCCCCCC(=O)Nc1ccccc1)NO. Drug 2: O=C(NOCC(O)CO)c1ccc(F)c(F)c1Nc1ccc(I)cc1F. Cell line: OVCAR3. Synergy scores: synergy=25.6. (5) Drug 1: CC(C)CC(NC(=O)C(Cc1ccccc1)NC(=O)c1cnccn1)B(O)O. Drug 2: NC1CCCCC1N.O=C(O)C(=O)O.[Pt+2]. Cell line: LNCAP. Synergy scores: synergy=-38.5. (6) Synergy scores: synergy=12.4. Drug 2: CC1(c2nc3c(C(N)=O)cccc3[nH]2)CCCN1. Drug 1: O=C(NOCC(O)CO)c1ccc(F)c(F)c1Nc1ccc(I)cc1F. Cell line: OCUBM.